This data is from Reaction yield outcomes from USPTO patents with 853,638 reactions. The task is: Predict the reaction yield, written as a fraction of the theoretical maximum amount of product (1.0 means a 100% yield; for example, 0.34 means a 34% yield). (1) The reactants are [C:1]1([CH:8]=[CH:7][C:5]([OH:6])=[CH:4][CH:3]=1)[OH:2].Br[C:10]([CH3:17])([CH3:16])[C:11]([O:13][CH2:14][CH3:15])=[O:12].Cl. The catalyst is CN(C=O)C. The product is [OH:2][C:1]1[CH:8]=[CH:7][C:5]([O:6][C:10]([CH3:17])([CH3:16])[C:11]([O:13][CH2:14][CH3:15])=[O:12])=[CH:4][CH:3]=1. The yield is 0.400. (2) The reactants are C[O:2][C:3]1[CH:20]=[CH:19][C:6]([O:7][C:8]2[CH:13]=[CH:12][C:11]([C:14]3[S:15][CH:16]=[CH:17][N:18]=3)=[CH:10][CH:9]=2)=[CH:5][CH:4]=1.B(Br)(Br)Br. No catalyst specified. The product is [S:15]1[CH:16]=[CH:17][N:18]=[C:14]1[C:11]1[CH:12]=[CH:13][C:8]([O:7][C:6]2[CH:19]=[CH:20][C:3]([OH:2])=[CH:4][CH:5]=2)=[CH:9][CH:10]=1. The yield is 0.750. (3) The reactants are [F:1][C:2]1[CH:28]=[CH:27][C:5]([CH2:6][CH:7]2[CH2:12][CH2:11][N:10]([C:13]([C:15]3[CH:16]=[C:17]4[CH:25]=[CH:24][N:23]([CH3:26])[C:18]4=[N:19][C:20]=3[O:21][CH3:22])=[O:14])[CH2:9][CH2:8]2)=[CH:4][CH:3]=1.[C:29](Cl)(=[O:33])[C:30](Cl)=[O:31].[NH:35]1[CH2:39][CH2:38][CH2:37][CH2:36]1.O. The catalyst is C(Cl)Cl. The product is [F:1][C:2]1[CH:28]=[CH:27][C:5]([CH2:6][CH:7]2[CH2:12][CH2:11][N:10]([C:13]([C:15]3[CH:16]=[C:17]4[C:25]([C:29](=[O:33])[C:30]([N:35]5[CH2:39][CH2:38][CH2:37][CH2:36]5)=[O:31])=[CH:24][N:23]([CH3:26])[C:18]4=[N:19][C:20]=3[O:21][CH3:22])=[O:14])[CH2:9][CH2:8]2)=[CH:4][CH:3]=1. The yield is 0.530. (4) The catalyst is O1CCCC1. The product is [S:21]1[CH:22]=[CH:23][N:24]=[C:20]1[C:19]#[C:18][C:17]1[C:2]([NH:1][C:27](=[O:28])[C:26]([F:37])([F:36])[F:25])=[C:3]([CH:14]=[CH:15][CH:16]=1)[C:4]([O:6][CH2:7][C:8]1[CH:9]=[CH:10][CH:11]=[CH:12][CH:13]=1)=[O:5]. The reactants are [NH2:1][C:2]1[C:17]([C:18]#[C:19][C:20]2[S:21][CH:22]=[CH:23][N:24]=2)=[CH:16][CH:15]=[CH:14][C:3]=1[C:4]([O:6][CH2:7][C:8]1[CH:13]=[CH:12][CH:11]=[CH:10][CH:9]=1)=[O:5].[F:25][C:26]([F:37])([F:36])[C:27](O[C:27](=[O:28])[C:26]([F:37])([F:36])[F:25])=[O:28].C(=O)([O-])O.[Na+]. The yield is 0.910. (5) The reactants are O[CH:2]=[C:3]1[C:12]2([CH2:17][CH2:16][N:15]([C:18]([O:20][CH2:21][C:22]3[CH:27]=[CH:26][CH:25]=[CH:24][CH:23]=3)=[O:19])[CH2:14][CH2:13]2)[O:11][C:10]2[C:5](=[CH:6][CH:7]=[CH:8][CH:9]=2)[C:4]1=O.[NH2:29][NH2:30]. The catalyst is CCO. The product is [N:15]1([C:18]([O:20][CH2:21][C:22]2[CH:23]=[CH:24][CH:25]=[CH:26][CH:27]=2)=[O:19])[CH2:16][CH2:17][C:12]2([C:3]3[CH:2]=[N:30][NH:29][C:4]=3[C:5]3[CH:6]=[CH:7][CH:8]=[CH:9][C:10]=3[O:11]2)[CH2:13][CH2:14]1. The yield is 0.580.